Regression. Given two drug SMILES strings and cell line genomic features, predict the synergy score measuring deviation from expected non-interaction effect. From a dataset of NCI-60 drug combinations with 297,098 pairs across 59 cell lines. (1) Drug 1: C1=CC=C(C(=C1)C(C2=CC=C(C=C2)Cl)C(Cl)Cl)Cl. Drug 2: CC(C)(C#N)C1=CC(=CC(=C1)CN2C=NC=N2)C(C)(C)C#N. Cell line: OVCAR-8. Synergy scores: CSS=-0.125, Synergy_ZIP=1.12, Synergy_Bliss=1.71, Synergy_Loewe=-0.273, Synergy_HSA=-0.640. (2) Drug 2: CNC(=O)C1=NC=CC(=C1)OC2=CC=C(C=C2)NC(=O)NC3=CC(=C(C=C3)Cl)C(F)(F)F. Synergy scores: CSS=34.2, Synergy_ZIP=-11.2, Synergy_Bliss=-4.07, Synergy_Loewe=-4.01, Synergy_HSA=-3.41. Cell line: HS 578T. Drug 1: CC1OCC2C(O1)C(C(C(O2)OC3C4COC(=O)C4C(C5=CC6=C(C=C35)OCO6)C7=CC(=C(C(=C7)OC)O)OC)O)O. (3) Drug 1: C1=CN(C(=O)N=C1N)C2C(C(C(O2)CO)O)O.Cl. Drug 2: C1CN(P(=O)(OC1)NCCCl)CCCl. Cell line: KM12. Synergy scores: CSS=28.6, Synergy_ZIP=-8.34, Synergy_Bliss=2.52, Synergy_Loewe=-36.5, Synergy_HSA=2.45. (4) Drug 1: C1CCN(CC1)CCOC2=CC=C(C=C2)C(=O)C3=C(SC4=C3C=CC(=C4)O)C5=CC=C(C=C5)O. Drug 2: CC1=C(C(=O)C2=C(C1=O)N3CC4C(C3(C2COC(=O)N)OC)N4)N. Cell line: UO-31. Synergy scores: CSS=17.8, Synergy_ZIP=-5.28, Synergy_Bliss=0.908, Synergy_Loewe=-7.04, Synergy_HSA=2.20.